From a dataset of Forward reaction prediction with 1.9M reactions from USPTO patents (1976-2016). Predict the product of the given reaction. Given the reactants Cl[C:2]1[CH:7]=[C:6]([C:8]2[CH:13]=[CH:12][CH:11]=[C:10]([CH3:14])[C:9]=2[CH3:15])[N:5]=[C:4]([NH2:16])[N:3]=1.[CH2:17]([N:24]1[CH2:29][CH2:28][O:27][CH:26]([CH2:30]N)[CH2:25]1)[C:18]1[CH:23]=[CH:22][CH:21]=[CH:20][CH:19]=1.C[CH2:33][N:34](C(C)C)C(C)C, predict the reaction product. The product is: [CH2:17]([N:24]1[CH2:29][CH2:28][O:27][CH:26]([CH2:30][CH2:33][NH:34][C:2]2[CH:7]=[C:6]([C:8]3[CH:13]=[CH:12][CH:11]=[C:10]([CH3:14])[C:9]=3[CH3:15])[N:5]=[C:4]([NH2:16])[N:3]=2)[CH2:25]1)[C:18]1[CH:19]=[CH:20][CH:21]=[CH:22][CH:23]=1.